Dataset: Full USPTO retrosynthesis dataset with 1.9M reactions from patents (1976-2016). Task: Predict the reactants needed to synthesize the given product. (1) Given the product [CH:40]([Si:17]([CH:14]([CH3:16])[CH3:15])([CH:37]([CH3:39])[CH3:38])[O:18][C@@H:19]1[C:23](=[O:24])[C@@H:22]([CH3:25])[O:21][C@H:20]1[N:26]1[CH:34]=[N:33][C:32]2[C:27]1=[N:28][C:29]([Cl:36])=[N:30][C:31]=2[NH2:35])([CH3:42])[CH3:41], predict the reactants needed to synthesize it. The reactants are: N1C=CC=CC=1.C(OC(=O)C)(=O)C.[CH:14]([Si:17]([CH:40]([CH3:42])[CH3:41])([CH:37]([CH3:39])[CH3:38])[O:18][C@@H:19]1[C@H:23]([OH:24])[C@@H:22]([CH3:25])[O:21][C@H:20]1[N:26]1[CH:34]=[N:33][C:32]2[C:27]1=[N:28][C:29]([Cl:36])=[N:30][C:31]=2[NH2:35])([CH3:16])[CH3:15]. (2) Given the product [OH:23][C:18]1[CH:17]=[C:16]([C:14](=[O:15])[CH2:13][N:6]2[C:5]3[C:4](=[C:3]([O:2][CH3:1])[CH:9]=[C:8]([O:10][CH3:11])[CH:7]=3)[C:14]([C:16]3[CH:21]=[C:20]([OH:22])[CH:19]=[C:24]([OH:27])[CH:17]=3)=[CH:13]2)[CH:21]=[C:20]([OH:22])[CH:19]=1, predict the reactants needed to synthesize it. The reactants are: [CH3:1][O:2][C:3]1[CH:4]=[C:5]([CH:7]=[C:8]([O:10][CH3:11])[CH:9]=1)[NH2:6].Br[CH2:13][C:14]([C:16]1[CH:21]=[C:20]([OH:22])[CH:19]=[C:18]([OH:23])[CH:17]=1)=[O:15].[C:24](=[O:27])(O)[O-].[Na+]. (3) Given the product [CH3:1][O:2][C:3](=[O:29])[CH:4]=[C:5]1[CH2:8][CH:7]([C:9]2[CH:14]=[CH:13][CH:12]=[C:11]([C:15](=[O:28])[C:16]([C:18]3[CH:19]=[CH:20][C:21]([O:24][CH:25]([F:26])[F:27])=[CH:22][CH:23]=3)=[O:17])[CH:10]=2)[CH2:6]1, predict the reactants needed to synthesize it. The reactants are: [CH3:1][O:2][C:3](=[O:29])[CH2:4][CH:5]1[CH2:8][CH:7]([C:9]2[CH:14]=[CH:13][CH:12]=[C:11]([C:15](=[O:28])[C:16]([C:18]3[CH:23]=[CH:22][C:21]([O:24][CH:25]([F:27])[F:26])=[CH:20][CH:19]=3)=[O:17])[CH:10]=2)[CH2:6]1. (4) Given the product [Cl:1][C:2]1[CH:10]=[CH:9][CH:8]=[CH:7][C:3]=1[C:4]([NH:19][CH2:18][CH:17]([C:11]1[CH:12]=[CH:13][CH:14]=[CH:15][CH:16]=1)[C:20]1[CH:21]=[N:22][C:23]([C:26]([F:29])([F:27])[F:28])=[CH:24][CH:25]=1)=[O:6], predict the reactants needed to synthesize it. The reactants are: [Cl:1][C:2]1[CH:10]=[CH:9][CH:8]=[CH:7][C:3]=1[C:4]([OH:6])=O.[C:11]1([CH:17]([C:20]2[CH:21]=[N:22][C:23]([C:26]([F:29])([F:28])[F:27])=[CH:24][CH:25]=2)[CH2:18][NH2:19])[CH:16]=[CH:15][CH:14]=[CH:13][CH:12]=1. (5) Given the product [CH:14]1[C:22]2[C:21]3[CH:23]=[CH:24][CH:25]=[CH:26][C:20]=3[S:19][C:18]=2[C:17]([CH2:27][NH:5][C:4]2[CH:6]=[CH:7][C:8]([C:9]3[O:13][CH:12]=[N:11][CH:10]=3)=[C:2]([Cl:1])[CH:3]=2)=[CH:16][CH:15]=1, predict the reactants needed to synthesize it. The reactants are: [Cl:1][C:2]1[CH:3]=[C:4]([CH:6]=[CH:7][C:8]=1[C:9]1[O:13][CH:12]=[N:11][CH:10]=1)[NH2:5].[CH:14]1[C:22]2[C:21]3[CH:23]=[CH:24][CH:25]=[CH:26][C:20]=3[S:19][C:18]=2[C:17]([CH:27]=O)=[CH:16][CH:15]=1. (6) Given the product [F:15][C:2]([F:1])([F:14])[O:3][C:4]1[CH:13]=[CH:12][C:7]2[N:8]([CH:30]([CH2:35][CH3:36])[C:31]([OH:33])=[O:32])[C:9](=[N:11][C:21](=[O:22])[C:20]3[CH:24]=[CH:25][CH:26]=[C:18]([C:17]([F:28])([F:27])[F:16])[CH:19]=3)[S:10][C:6]=2[CH:5]=1, predict the reactants needed to synthesize it. The reactants are: [F:1][C:2]([F:15])([F:14])[O:3][C:4]1[CH:13]=[CH:12][C:7]2[N:8]=[C:9]([NH2:11])[S:10][C:6]=2[CH:5]=1.[F:16][C:17]([F:28])([F:27])[C:18]1[CH:19]=[C:20]([CH:24]=[CH:25][CH:26]=1)[C:21](Cl)=[O:22].Br[CH:30]([CH2:35][CH3:36])[C:31]([O:33]C)=[O:32].COC1C=CC2N=C(N)SC=2C=1.ClC1C=C(C=CC=1)C(Cl)=O.BrCC(OCC)=O.